This data is from Catalyst prediction with 721,799 reactions and 888 catalyst types from USPTO. The task is: Predict which catalyst facilitates the given reaction. (1) Reactant: S(Cl)(Cl)=O.O[CH2:6][C:7]([NH:10][C:11]1[N:12]([CH3:29])[C:13](=[O:28])[C:14]2[C:15](=[N:17][N:18]([CH2:20][C:21]3[CH:26]=[CH:25][C:24]([Br:27])=[CH:23][CH:22]=3)[CH:19]=2)[N:16]=1)([CH3:9])[CH3:8].O.[OH-].[NH4+]. Product: [Br:27][C:24]1[CH:25]=[CH:26][C:21]([CH2:20][N:18]2[CH:19]=[C:14]3[C:13](=[O:28])[N:12]([CH3:29])[C:11]4[N:16]([CH2:6][C:7]([CH3:9])([CH3:8])[N:10]=4)[C:15]3=[N:17]2)=[CH:22][CH:23]=1. The catalyst class is: 3. (2) Reactant: [Cl:1][C:2]1[CH:3]=[C:4]([NH:9][C:10]2[C:19]3[C:14](=[CH:15][C:16]([O:23][CH2:24][CH3:25])=[C:17]([N+:20]([O-])=O)[CH:18]=3)[N:13]=[CH:12][N:11]=2)[CH:5]=[CH:6][C:7]=1[F:8].Cl.[OH-].[Na+]. Product: [Cl:1][C:2]1[CH:3]=[C:4]([NH:9][C:10]2[C:19]3[C:14](=[CH:15][C:16]([O:23][CH2:24][CH3:25])=[C:17]([NH2:20])[CH:18]=3)[N:13]=[CH:12][N:11]=2)[CH:5]=[CH:6][C:7]=1[F:8]. The catalyst class is: 186. (3) Reactant: [Br:1][C:2]1[C:3]([NH:9][CH2:10][CH2:11][CH2:12][N:13](C)[C:14](=O)OC(C)(C)C)=[N:4][C:5]([Cl:8])=[N:6][CH:7]=1.FC(F)(F)C(O)=O. Product: [Br:1][C:2]1[C:3]([NH:9][CH2:10][CH2:11][CH2:12][NH:13][CH3:14])=[N:4][C:5]([Cl:8])=[N:6][CH:7]=1. The catalyst class is: 2. (4) Reactant: [CH2:1]([O:3][C:4](=[O:20])[CH2:5][CH:6]1[O:10][B:9]([OH:11])[C:8]2[CH:12]=[C:13]([OH:19])[CH:14]=[C:15]([CH2:16][O:17][CH3:18])[C:7]1=2)[CH3:2].[C:21]([O-])([O-])=O.[K+].[K+].COS(OC)(=O)=O. Product: [CH2:1]([O:3][C:4](=[O:20])[CH2:5][CH:6]1[O:10][B:9]([OH:11])[C:8]2[CH:12]=[C:13]([O:19][CH3:21])[CH:14]=[C:15]([CH2:16][O:17][CH3:18])[C:7]1=2)[CH3:2]. The catalyst class is: 692. (5) Reactant: [CH3:1][O:2][C:3](=[O:19])[C:4]1[CH:9]=[C:8]([OH:10])[CH:7]=[C:6]([O:11][CH2:12][C:13]2[CH:18]=[CH:17][CH:16]=[CH:15][CH:14]=2)[CH:5]=1.C(N(C(C)C)CC)(C)C.[F:29][C:30]([F:43])([F:42])[S:31](O[S:31]([C:30]([F:43])([F:42])[F:29])(=[O:33])=[O:32])(=[O:33])=[O:32]. Product: [CH3:1][O:2][C:3](=[O:19])[C:4]1[CH:9]=[C:8]([O:10][S:31]([C:30]([F:43])([F:42])[F:29])(=[O:33])=[O:32])[CH:7]=[C:6]([O:11][CH2:12][C:13]2[CH:18]=[CH:17][CH:16]=[CH:15][CH:14]=2)[CH:5]=1. The catalyst class is: 343. (6) Reactant: C([NH:8][C@H:9]1[CH2:14][C@H:13]([C:15]2[CH:20]=[CH:19][N:18]=[CH:17][C:16]=2[N+:21]([O-])=O)[O:12][C:11]([CH3:25])([CH3:24])[CH2:10]1)C1C=CC=CC=1.[CH3:38][C:37]([O:36][C:34](O[C:34]([O:36][C:37]([CH3:40])([CH3:39])[CH3:38])=[O:35])=[O:35])([CH3:40])[CH3:39]. Product: [NH2:21][C:16]1[CH:17]=[N:18][CH:19]=[CH:20][C:15]=1[C@@H:13]1[O:12][C:11]([CH3:24])([CH3:25])[CH2:10][C@@H:9]([NH:8][C:34](=[O:35])[O:36][C:37]([CH3:38])([CH3:39])[CH3:40])[CH2:14]1.[NH2:21][C:16]1[CH:17]=[N:18][CH:19]=[CH:20][C:15]=1[C@H:13]1[O:12][C:11]([CH3:24])([CH3:25])[CH2:10][C@H:9]([NH:8][C:34](=[O:35])[O:36][C:37]([CH3:38])([CH3:39])[CH3:40])[CH2:14]1. The catalyst class is: 563.